This data is from Reaction yield outcomes from USPTO patents with 853,638 reactions. The task is: Predict the reaction yield, written as a fraction of the theoretical maximum amount of product (1.0 means a 100% yield; for example, 0.34 means a 34% yield). (1) The reactants are [Cl:1][C:2]1[CH:7]=[CH:6][C:5]([NH:8][C:9]([C:11]2[C:12]([NH:17][CH2:18][CH:19]3[CH2:24][CH2:23][N:22]([C:25]4[CH:30]=[CH:29][N:28]=[CH:27][CH:26]=4)[CH2:21][CH2:20]3)=[N:13][CH:14]=[CH:15][CH:16]=2)=O)=[CH:4][CH:3]=1.[H-].[Al+3].[Li+].[H-].[H-].[H-]. The catalyst is C1COCC1.CO. The product is [Cl:1][C:2]1[CH:7]=[CH:6][C:5]([NH:8][CH2:9][C:11]2[C:12]([NH:17][CH2:18][CH:19]3[CH2:20][CH2:21][N:22]([C:25]4[CH:26]=[CH:27][N:28]=[CH:29][CH:30]=4)[CH2:23][CH2:24]3)=[N:13][CH:14]=[CH:15][CH:16]=2)=[CH:4][CH:3]=1. The yield is 0.620. (2) The yield is 0.670. The catalyst is C(Cl)(Cl)Cl. The product is [NH2:27][C:25]1[S:26][C:22]([C:20]([NH:19][C:16]2[S:17][CH:18]=[C:14]([C:11]3[CH:12]=[CH:13][C:8]([CH3:35])=[CH:9][CH:10]=3)[N:15]=2)=[O:21])=[CH:23][N:24]=1. The reactants are C(O)(C(F)(F)F)=O.[C:8]1([CH3:35])[CH:13]=[CH:12][C:11]([C:14]2[N:15]=[C:16]([NH:19][C:20]([C:22]3[S:26][C:25]([NH:27]C(=O)OC(C)(C)C)=[N:24][CH:23]=3)=[O:21])[S:17][CH:18]=2)=[CH:10][CH:9]=1. (3) The catalyst is CO. The product is [C:26]([OH:39])(=[O:25])[CH3:28].[Cl:36][C:29]1[C:30]([F:35])=[CH:31][CH:32]=[C:33]([Cl:34])[C:28]=1[C@H:26]([O:25][C:23]1[C:22]([NH2:37])=[N:21][CH:20]=[C:19]([C:17]2[CH:16]=[N:15][N:14]([CH:11]3[CH2:12][CH2:13][NH:8][CH2:9][CH2:10]3)[CH:18]=2)[CH:24]=1)[CH3:27]. The yield is 0.780. The reactants are C(OC([N:8]1[CH2:13][CH2:12][CH:11]([N:14]2[CH:18]=[C:17]([C:19]3[CH:20]=[N:21][C:22]([NH2:37])=[C:23]([O:25][C@@H:26]([C:28]4[C:33]([Cl:34])=[CH:32][CH:31]=[C:30]([F:35])[C:29]=4[Cl:36])[CH3:27])[CH:24]=3)[CH:16]=[N:15]2)[CH2:10][CH2:9]1)=O)(C)(C)C.Cl.[O:39]1CCOCC1. (4) The yield is 0.370. The catalyst is CN(C)C=O. The reactants are [H-].[Na+].[C:3]1([C:9]2[CH:10]=[C:11]([C:18]([O:20][CH3:21])=[O:19])[C:12]3[CH:13]=[N:14][NH:15][C:16]=3[CH:17]=2)[CH:8]=[CH:7][CH:6]=[CH:5][CH:4]=1.CC1C=CC(S(O[CH:33]2[CH2:38][CH2:37][N:36]([C:39]([O:41][C:42]([CH3:45])([CH3:44])[CH3:43])=[O:40])[CH2:35][CH2:34]2)(=O)=O)=CC=1. The product is [CH3:45][C:42]([O:41][C:39]([N:36]1[CH2:37][CH2:38][CH:33]([N:15]2[C:16]3[CH:17]=[C:9]([C:3]4[CH:8]=[CH:7][CH:6]=[CH:5][CH:4]=4)[CH:10]=[C:11]([C:18]([O:20][CH3:21])=[O:19])[C:12]=3[CH:13]=[N:14]2)[CH2:34][CH2:35]1)=[O:40])([CH3:43])[CH3:44]. (5) The reactants are [O:1]1[CH:3]2[CH2:4][CH2:5][CH2:6][CH2:7][CH2:8][CH2:9][CH2:10][CH2:11][CH2:12][CH2:13][CH:2]12.[Cl-].[Li+].CN1C(=O)N(C)CC1. The catalyst is CN1CCCC1=O. The product is [C:2]1(=[O:1])[CH2:13][CH2:12][CH2:11][CH2:10][CH2:9][CH2:8][CH2:7][CH2:6][CH2:5][CH2:4][CH2:3]1. The yield is 0.940.